From a dataset of Catalyst prediction with 721,799 reactions and 888 catalyst types from USPTO. Predict which catalyst facilitates the given reaction. (1) Reactant: [Br:1][C:2]1[CH:9]=[CH:8][C:5]([CH2:6]Br)=[CH:4][CH:3]=1.[NH:10]1[CH2:15][CH2:14][CH2:13][CH2:12][CH2:11]1.C(=O)([O-])[O-].[K+].[K+]. Product: [Br:1][C:2]1[CH:9]=[CH:8][C:5]([CH2:6][N:10]2[CH2:15][CH2:14][CH2:13][CH2:12][CH2:11]2)=[CH:4][CH:3]=1. The catalyst class is: 8. (2) Reactant: [NH2:1][C@:2]([CH3:13])([CH2:5][CH2:6][C:7]1[N:8]([CH3:12])[CH:9]=[CH:10][CH:11]=1)[CH2:3][OH:4].[C:14](OC(OC(C)(C)C)=O)(OC(C)(C)C)=[O:15].C(N(CC)CC)C.O. Product: [CH3:13][C@@:2]1([CH2:5][CH2:6][C:7]2[N:8]([CH3:12])[CH:9]=[CH:10][CH:11]=2)[CH2:3][O:4][C:14](=[O:15])[NH:1]1. The catalyst class is: 112. (3) Reactant: [OH:1][C:2]1[CH:11]=[CH:10][C:5]([C:6]([O:8][CH3:9])=[O:7])=[CH:4][C:3]=1[CH:12]=[C:13]([CH3:15])[CH3:14].CCOC(C)=O. Product: [OH:1][C:2]1[CH:11]=[CH:10][C:5]([C:6]([O:8][CH3:9])=[O:7])=[CH:4][C:3]=1[CH2:12][CH:13]([CH3:15])[CH3:14]. The catalyst class is: 45. (4) Reactant: [Cl:1][C:2]1[CH:29]=[CH:28][CH:27]=[C:26]([Cl:30])[C:3]=1[C:4]([NH:6][C@H:7]([C:23](O)=[O:24])[CH2:8][C:9]1[CH:14]=[CH:13][C:12]([C:15]2[CH:20]=[CH:19][CH:18]=[CH:17][C:16]=2[O:21][CH3:22])=[CH:11][CH:10]=1)=[O:5].[C:31]([NH:35][OH:36])([CH3:34])([CH3:33])[CH3:32].CN([P+](ON1N=NC2C=CC=CC1=2)(N(C)C)N(C)C)C.F[P-](F)(F)(F)(F)F.CCN(C(C)C)C(C)C. Product: [C:31]([N:35]([OH:36])[C:23](=[O:24])[C@H:7]([CH2:8][C:9]1[CH:10]=[CH:11][C:12]([C:15]2[CH:20]=[CH:19][CH:18]=[CH:17][C:16]=2[O:21][CH3:22])=[CH:13][CH:14]=1)[NH:6][C:4](=[O:5])[C:3]1[C:2]([Cl:1])=[CH:29][CH:28]=[CH:27][C:26]=1[Cl:30])([CH3:34])([CH3:33])[CH3:32]. The catalyst class is: 2. (5) Reactant: C(O[BH-](OC(=O)C)OC(=O)C)(=O)C.[Na+].[C:15]([O:19][C:20]([N:22]1[CH2:26][C:25](=O)[CH:24]([F:28])[CH2:23]1)=[O:21])([CH3:18])([CH3:17])[CH3:16].[Cl:29][C:30]1[CH:37]=[C:36]([Cl:38])[CH:35]=[CH:34][C:31]=1[CH2:32][NH2:33].[OH-].[Na+]. Product: [C:15]([O:19][C:20]([N:22]1[CH2:23][CH:24]([F:28])[CH:25]([NH:33][CH2:32][C:31]2[CH:34]=[CH:35][C:36]([Cl:38])=[CH:37][C:30]=2[Cl:29])[CH2:26]1)=[O:21])([CH3:18])([CH3:17])[CH3:16]. The catalyst class is: 478. (6) Reactant: [C:1]1(=[O:7])[O:6][C:4](=[O:5])[CH2:3][CH2:2]1.[OH:8][C@H:9]([C@H:15]([C@@H:17]1[C@:35]2([CH3:36])[C@H:20]([C@H:21]3[C@H:32]([CH2:33][CH2:34]2)[C@:30]2([CH3:31])[C:24]([CH2:25][C@H:26]([CH2:28][CH2:29]2)[OH:27])=[CH:23][CH2:22]3)[CH2:19][CH2:18]1)[CH3:16])[CH2:10][CH2:11][CH:12]([CH3:14])[CH3:13]. Product: [C:1]([OH:6])(=[O:7])[CH2:2][CH2:3][C:4]([OH:8])=[O:5].[C:1]([OH:6])(=[O:7])[CH2:2][CH2:3][C:4]([OH:8])=[O:5].[OH:8][C@H:9]([C@H:15]([C@@H:17]1[C@:35]2([CH3:36])[C@H:20]([C@H:21]3[C@H:32]([CH2:33][CH2:34]2)[C@:30]2([CH3:31])[C:24]([CH2:25][C@H:26]([CH2:28][CH2:29]2)[OH:27])=[CH:23][CH2:22]3)[CH2:19][CH2:18]1)[CH3:16])[CH2:10][CH2:11][CH:12]([CH3:14])[CH3:13]. The catalyst class is: 17. (7) Reactant: O.ON1C2C=CC=CC=2N=N1.Cl.CN(C)CCCN=C=NCC.[O:24]=[C:25]1[NH:30][N:29]=[C:28]([C:31]([OH:33])=O)[CH:27]=[CH:26]1.O[N:35]=[C:36]([C:38]1[CH:43]=[CH:42][C:41]([C:44]([CH3:50])([CH3:49])[C:45]([F:48])([F:47])[F:46])=[CH:40][CH:39]=1)[NH2:37]. Product: [F:46][C:45]([F:47])([F:48])[C:44]([C:41]1[CH:42]=[CH:43][C:38]([C:36]2[N:35]=[C:31]([C:28]3[CH:27]=[CH:26][C:25](=[O:24])[NH:30][N:29]=3)[O:33][N:37]=2)=[CH:39][CH:40]=1)([CH3:50])[CH3:49]. The catalyst class is: 18. (8) Reactant: Cl[C:2]([O:4][CH2:5][CH3:6])=[O:3].[NH2:7][C:8]1[CH:13]=[C:12]([O:14][CH2:15][C:16]2[CH:21]=[CH:20][CH:19]=[CH:18][CH:17]=2)[CH:11]=[CH:10][C:9]=1[S:22]([NH:25][C:26]1[CH:27]=[CH:28][C:29]2[CH2:33][O:32][B:31]([OH:34])[C:30]=2[CH:35]=1)(=[O:24])=[O:23]. Product: [CH2:15]([O:14][C:12]1[CH:11]=[CH:10][C:9]([S:22](=[O:24])(=[O:23])[NH:25][C:26]2[CH:27]=[CH:28][C:29]3[CH2:33][O:32][B:31]([OH:34])[C:30]=3[CH:35]=2)=[C:8]([NH:7][C:2](=[O:3])[O:4][CH2:5][CH3:6])[CH:13]=1)[C:16]1[CH:17]=[CH:18][CH:19]=[CH:20][CH:21]=1. The catalyst class is: 2. (9) Product: [CH3:1][N:2]([CH3:11])[CH2:3][CH2:4][N:5]1[CH2:10][CH2:9][N:8]([CH2:21][CH:19]([OH:20])[CH2:18][O:17][CH2:16][CH2:15][CH2:14][Si:13]([CH3:12])([CH3:28])[CH2:22][CH2:23][Si:24]([CH3:27])([CH3:26])[CH3:25])[CH2:7][CH2:6]1. The catalyst class is: 8. Reactant: [CH3:1][N:2]([CH3:11])[CH2:3][CH2:4][N:5]1[CH2:10][CH2:9][NH:8][CH2:7][CH2:6]1.[CH3:12][Si:13]([CH3:28])([CH2:22][CH2:23][Si:24]([CH3:27])([CH3:26])[CH3:25])[CH2:14][CH2:15][CH2:16][O:17][CH2:18][CH:19]1[CH2:21][O:20]1. (10) Reactant: [C:1](O[K])([CH3:4])(C)C.[N+:7]([C:10]1[N:11]=[CH:12][NH:13][CH:14]=1)([O-:9])=[O:8].Br[CH2:16][CH2:17]Br. Product: [N+:7]([C:10]1[N:11]=[CH:12][N:13]([CH2:16][CH2:17][N:11]2[CH:4]=[C:1]([N+:7]([O-:9])=[O:8])[N:13]=[CH:12]2)[CH:14]=1)([O-:9])=[O:8]. The catalyst class is: 3.